This data is from Full USPTO retrosynthesis dataset with 1.9M reactions from patents (1976-2016). The task is: Predict the reactants needed to synthesize the given product. (1) Given the product [C:22]([O:21][C:4]1[CH:3]=[C:2](/[CH:31]=[CH:30]/[C:29]2[CH:35]=[CH:36][CH:37]=[CH:27][CH:28]=2)[C:11]2[C:6](=[CH:7][CH:8]=[C:9]([C:12]([C:14]3[CH:19]=[CH:18][C:17]([Cl:20])=[CH:16][CH:15]=3)=[O:13])[CH:10]=2)[N:5]=1)([CH3:25])([CH3:24])[CH3:23], predict the reactants needed to synthesize it. The reactants are: Br[C:2]1[C:11]2[C:6](=[CH:7][CH:8]=[C:9]([C:12]([C:14]3[CH:19]=[CH:18][C:17]([Cl:20])=[CH:16][CH:15]=3)=[O:13])[CH:10]=2)[N:5]=[C:4]([O:21][C:22]([CH3:25])([CH3:24])[CH3:23])[CH:3]=1.F[C:27]1[CH:28]=[C:29]([CH:35]=[CH:36][CH:37]=1)/[CH:30]=[CH:31]/B(O)O.COC1C=CC=C(OC)C=1C1C=CC=CC=1P(C1CCCCC1)C1CCCCC1.[O-]P([O-])([O-])=O.[K+].[K+].[K+].O. (2) Given the product [CH:26]1([NH:25][C:23](=[O:24])[CH2:22][CH:17]2[C:16]3[CH:15]=[N:14][CH:13]=[C:12]([C:3]4[CH:4]=[CH:5][C:6]([C:8]([F:9])([F:11])[F:10])=[CH:7][C:2]=4[F:1])[C:21]=3[CH2:20][CH2:19][CH2:18]2)[CH2:28][CH2:27]1, predict the reactants needed to synthesize it. The reactants are: [F:1][C:2]1[CH:7]=[C:6]([C:8]([F:11])([F:10])[F:9])[CH:5]=[CH:4][C:3]=1[C:12]1[C:21]2[CH2:20][CH2:19][CH2:18][CH:17]([CH2:22][C:23]([NH:25][CH3:26])=[O:24])[C:16]=2[CH:15]=[N:14][CH:13]=1.[CH:27]1(N)C[CH2:28]1. (3) Given the product [C:30]([O:29][C:27](=[O:28])[NH:1][CH:2]1[CH2:3][CH2:4][CH2:5][N:6]([C:7](=[NH:23])[NH:8][S:9]([C:12]2[C:13]([CH3:14])=[CH:15][C:16]([O:17][CH3:18])=[C:19]([CH3:20])[C:21]=2[CH3:22])(=[O:11])=[O:10])[C:24]1=[O:26])([CH3:33])([CH3:32])[CH3:31], predict the reactants needed to synthesize it. The reactants are: [NH:1]([C:27]([O:29][C:30]([CH3:33])([CH3:32])[CH3:31])=[O:28])[C@H:2]([C:24]([OH:26])=O)[CH2:3][CH2:4][CH2:5][NH:6][C:7](=[NH:23])[NH:8][S:9]([C:12]1[C:21]([CH3:22])=[C:19]([CH3:20])[C:16]([O:17][CH3:18])=[CH:15][C:13]=1[CH3:14])(=[O:11])=[O:10].C(N(CC)CC)C.O=S(Cl)Cl.CO. (4) The reactants are: [CH3:1][N:2]([CH2:18][C:19]([OH:21])=O)[NH:3][C:4](=[O:17])[NH:5][CH2:6][C:7]1[C:16]2[C:11](=[CH:12][CH:13]=[CH:14][CH:15]=2)[CH:10]=[CH:9][CH:8]=1.[NH2:22][C@H:23]([C:36]([N:38]([C@@H:50]([CH3:58])[CH:51]([O:55][CH2:56][CH3:57])[O:52][CH2:53][CH3:54])[CH2:39][C:40]1[CH:41]=[CH:42][CH:43]=[C:44]2[C:49]=1[N:48]=[CH:47][CH:46]=[CH:45]2)=[O:37])[CH2:24][CH2:25][CH2:26][CH2:27][NH:28][C:29](=[O:35])[O:30][C:31]([CH3:34])([CH3:33])[CH3:32]. Given the product [CH2:56]([O:55][CH:51]([O:52][CH2:53][CH3:54])[C@@H:50]([N:38]([CH2:39][C:40]1[CH:41]=[CH:42][CH:43]=[C:44]2[C:49]=1[N:48]=[CH:47][CH:46]=[CH:45]2)[C:36](=[O:37])[C@@H:23]([NH:22][C:19](=[O:21])[CH2:18][N:2]([CH3:1])[NH:3][C:4](=[O:17])[NH:5][CH2:6][C:7]1[C:16]2[C:11](=[CH:12][CH:13]=[CH:14][CH:15]=2)[CH:10]=[CH:9][CH:8]=1)[CH2:24][CH2:25][CH2:26][CH2:27][NH:28][C:29](=[O:35])[O:30][C:31]([CH3:33])([CH3:34])[CH3:32])[CH3:58])[CH3:57], predict the reactants needed to synthesize it.